This data is from Full USPTO retrosynthesis dataset with 1.9M reactions from patents (1976-2016). The task is: Predict the reactants needed to synthesize the given product. (1) Given the product [CH2:1]([O:3][C:4](=[O:26])[CH:5]([O:23][CH2:24][CH3:25])[CH2:6][C:7]1[CH:12]=[CH:11][C:10]([O:13][CH2:14][CH2:15][C:16]2[CH:17]=[CH:18][C:19]([O:22][C:34](=[O:35])[NH:33][C:27]3[CH:32]=[CH:31][CH:30]=[CH:29][CH:28]=3)=[CH:20][CH:21]=2)=[CH:9][CH:8]=1)[CH3:2], predict the reactants needed to synthesize it. The reactants are: [CH2:1]([O:3][C:4](=[O:26])[CH:5]([O:23][CH2:24][CH3:25])[CH2:6][C:7]1[CH:12]=[CH:11][C:10]([O:13][CH2:14][CH2:15][C:16]2[CH:21]=[CH:20][C:19]([OH:22])=[CH:18][CH:17]=2)=[CH:9][CH:8]=1)[CH3:2].[C:27]1([N:33]=[C:34]=[O:35])[CH:32]=[CH:31][CH:30]=[CH:29][CH:28]=1.C(N(CC)CC)C. (2) Given the product [CH3:16][N:15]([CH3:17])[CH2:12][C:13]#[C:14][C:2]1[CH:7]=[N:6][C:5]([CH3:8])=[C:4]([N+:9]([O-:11])=[O:10])[CH:3]=1, predict the reactants needed to synthesize it. The reactants are: Br[C:2]1[CH:3]=[C:4]([N+:9]([O-:11])=[O:10])[C:5]([CH3:8])=[N:6][CH:7]=1.[CH2:12]([N:15]([CH3:17])[CH3:16])[C:13]#[CH:14]. (3) Given the product [CH:20]1([NH:25][C:17]([C:14]2[CH:15]=[CH:16][C:11]([C:5]3[CH:4]=[C:3]([CH2:1][CH3:2])[C:8](=[O:9])[NH:7][C:6]=3[CH3:10])=[N:12][CH:13]=2)=[O:19])[CH2:24][CH2:23][CH2:22][CH2:21]1, predict the reactants needed to synthesize it. The reactants are: [CH2:1]([C:3]1[C:8](=[O:9])[NH:7][C:6]([CH3:10])=[C:5]([C:11]2[CH:16]=[CH:15][C:14]([C:17]([OH:19])=O)=[CH:13][N:12]=2)[CH:4]=1)[CH3:2].[CH:20]1([NH2:25])[CH2:24][CH2:23][CH2:22][CH2:21]1. (4) Given the product [F:1][C:2]1[CH:3]=[CH:4][C:5]2[O:10][CH2:9][CH:8]3[CH:11]([C:14]4[CH:19]=[CH:18][CH:17]=[CH:16][CH:15]=4)[C:12]([C:23]([OH:25])=[O:24])=[N:13][N:7]3[C:6]=2[CH:20]=1, predict the reactants needed to synthesize it. The reactants are: [F:1][C:2]1[CH:3]=[CH:4][C:5]2[O:10][CH2:9][CH:8]3[CH:11]([C:14]4[CH:19]=[CH:18][CH:17]=[CH:16][CH:15]=4)[CH:12]=[N:13][N:7]3[C:6]=2[CH:20]=1.CC[C:23]([O-:25])=[O:24].Cl.[OH-].[Na+]. (5) Given the product [F:32][C:17]1[C:18]2[CH2:30][NH:29][C:28](=[O:31])[C:19]=2[C:20]([C:22]2[CH:23]=[N:24][N:25]([CH3:27])[CH:26]=2)=[N:21][C:16]=1[NH:15][C@@H:10]1[CH2:11][CH2:12][CH2:13][CH2:14][C@@H:9]1[NH:8][C:45](=[O:46])[O:44][C:41]([CH3:43])([CH3:42])[CH3:40], predict the reactants needed to synthesize it. The reactants are: FC(F)(F)C(O)=O.[NH2:8][C@H:9]1[CH2:14][CH2:13][CH2:12][CH2:11][C@H:10]1[NH:15][C:16]1[N:21]=[C:20]([C:22]2[CH:23]=[N:24][N:25]([CH3:27])[CH:26]=2)[C:19]2[C:28](=[O:31])[NH:29][CH2:30][C:18]=2[C:17]=1[F:32].C(N(CC)CC)C.[CH3:40][C:41]([O:44][C:45](O[C:45]([O:44][C:41]([CH3:43])([CH3:42])[CH3:40])=[O:46])=[O:46])([CH3:43])[CH3:42].C(O)(=O)CC(CC(O)=O)(C(O)=O)O.[OH-].[Na+]. (6) Given the product [CH:23]12[CH2:25][CH:21]([NH:22]1)[CH2:20][N:19]([C:16]1[CH:15]=[CH:14][C:13]([C:11]3[N:10]=[C:9]([O:33][C@@H:34]([C@H:36]4[CH2:37][NH:38][C:39](=[O:41])[CH2:40]4)[CH3:35])[C:8]4[N:4]([CH:1]5[CH2:3][CH2:2]5)[CH:5]=[N:6][C:7]=4[CH:12]=3)=[CH:18][CH:17]=1)[CH2:24]2, predict the reactants needed to synthesize it. The reactants are: [CH:1]1([N:4]2[C:8]3[C:9]([O:33][C@@H:34]([C@@H:36]4[CH2:40][C:39](=[O:41])[NH:38][CH2:37]4)[CH3:35])=[N:10][C:11]([C:13]4[CH:18]=[CH:17][C:16]([N:19]5[CH2:24][CH:23]6[CH2:25][CH:21]([N:22]6C(OC(C)(C)C)=O)[CH2:20]5)=[CH:15][CH:14]=4)=[CH:12][C:7]=3[N:6]=[CH:5]2)[CH2:3][CH2:2]1.FC(F)(F)C(O)=O.C([O-])(O)=O.[Na+]. (7) Given the product [CH2:1]([O:3][C:4]([CH:6]1[CH2:11][CH2:10][N:9]([C:12]2[CH:17]=[CH:16][C:15]([NH2:18])=[C:14]([N:21]3[CH:25]=[CH:24][CH:23]=[N:22]3)[CH:13]=2)[CH2:8][CH2:7]1)=[O:5])[CH3:2], predict the reactants needed to synthesize it. The reactants are: [CH2:1]([O:3][C:4]([CH:6]1[CH2:11][CH2:10][N:9]([C:12]2[CH:17]=[CH:16][C:15]([N+:18]([O-])=O)=[C:14]([N:21]3[CH:25]=[CH:24][CH:23]=[N:22]3)[CH:13]=2)[CH2:8][CH2:7]1)=[O:5])[CH3:2]. (8) Given the product [Cl:21][C:22]1[CH:23]=[C:24]([CH:47]=[CH:48][C:49]=1[Cl:50])[CH2:25][N:26]1[CH2:31][CH2:30][N:29]([CH2:32][C@H:33]([NH:37][S:15]([C:12]2[CH:13]=[CH:14][C:9]([F:8])=[CH:10][CH:11]=2)(=[O:17])=[O:16])[CH:34]([CH3:36])[CH3:35])[CH2:28][CH2:27]1, predict the reactants needed to synthesize it. The reactants are: C(N(CC)CC)C.[F:8][C:9]1[CH:14]=[CH:13][C:12]([S:15](Cl)(=[O:17])=[O:16])=[CH:11][CH:10]=1.Cl.Cl.[Cl:21][C:22]1[CH:23]=[C:24]([CH:47]=[CH:48][C:49]=1[Cl:50])[CH2:25][N:26]1[CH2:31][CH2:30][N:29]([CH2:32][C@@H:33]([NH:37]C(=O)C2C=CC(C)=CC=2)[CH:34]([CH3:36])[CH3:35])[CH2:28][CH2:27]1.